From a dataset of Catalyst prediction with 721,799 reactions and 888 catalyst types from USPTO. Predict which catalyst facilitates the given reaction. Product: [CH:19]([O:18][C:17]([N:3]1[CH2:8][CH2:7][C:6](=[O:9])[CH2:5][CH2:4]1)=[O:22])([CH3:21])[CH3:20]. Reactant: O.Cl.[NH:3]1[CH2:8][CH2:7][C:6](=[O:9])[CH2:5][CH2:4]1.C(N(CC)CC)C.[C:17](Cl)(=[O:22])[O:18][CH:19]([CH3:21])[CH3:20].O. The catalyst class is: 2.